Regression. Given a peptide amino acid sequence and an MHC pseudo amino acid sequence, predict their binding affinity value. This is MHC class I binding data. From a dataset of Peptide-MHC class I binding affinity with 185,985 pairs from IEDB/IMGT. (1) The peptide sequence is AWKSKKTPM. The MHC is Patr-A0901 with pseudo-sequence Patr-A0901. The binding affinity (normalized) is 0.267. (2) The binding affinity (normalized) is 0.583. The peptide sequence is LPWSSPQLW. The MHC is HLA-B51:01 with pseudo-sequence HLA-B51:01.